This data is from Reaction yield outcomes from USPTO patents with 853,638 reactions. The task is: Predict the reaction yield, written as a fraction of the theoretical maximum amount of product (1.0 means a 100% yield; for example, 0.34 means a 34% yield). (1) The reactants are [N:1]1([CH2:7][CH2:8][CH2:9][O:10][C:11]2[CH:12]=[C:13]([CH:17]3[CH2:21][CH2:20][CH2:19][N:18]3[CH2:22][C:23]([C:25]3[CH:30]=[CH:29][C:28]([O:31][C:32]([F:35])([F:34])[F:33])=[CH:27][CH:26]=3)=O)[CH:14]=[CH:15][CH:16]=2)[CH2:6][CH2:5][CH2:4][CH2:3][CH2:2]1.N. The catalyst is CO.C(Cl)Cl. The product is [N:1]1([CH2:7][CH2:8][CH2:9][O:10][C:11]2[CH:12]=[C:13]3[C:14]([C@H:23]([C:25]4[CH:30]=[CH:29][C:28]([O:31][C:32]([F:33])([F:35])[F:34])=[CH:27][CH:26]=4)[CH2:22][N:18]4[CH2:19][CH2:20][CH2:21][C@H:17]43)=[CH:15][CH:16]=2)[CH2:2][CH2:3][CH2:4][CH2:5][CH2:6]1. The yield is 0.790. (2) The reactants are C(O)(C(F)(F)F)=O.C(OC([N:15]([C:23]1[C:28]([C:29]2[O:30][C:31]([C:34]3[CH:39]=[CH:38][C:37]([CH2:40][NH:41][CH3:42])=[CH:36][C:35]=3[O:43][CH3:44])=[N:32][N:33]=2)=[N:27][C:26]([C:45]2[CH:50]=[CH:49][C:48]([S:51]([CH:54]([CH3:56])[CH3:55])(=[O:53])=[O:52])=[CH:47][CH:46]=2)=[CH:25][N:24]=1)C(=O)OC(C)(C)C)=O)(C)(C)C. The catalyst is C(Cl)Cl. The product is [CH:54]([S:51]([C:48]1[CH:47]=[CH:46][C:45]([C:26]2[N:27]=[C:28]([C:29]3[O:30][C:31]([C:34]4[CH:39]=[CH:38][C:37]([CH2:40][NH:41][CH3:42])=[CH:36][C:35]=4[O:43][CH3:44])=[N:32][N:33]=3)[C:23]([NH2:15])=[N:24][CH:25]=2)=[CH:50][CH:49]=1)(=[O:53])=[O:52])([CH3:56])[CH3:55]. The yield is 0.390. (3) The reactants are [Cl:1][C:2]1[C:3]([CH3:13])=[CH:4][C:5]([O:11][CH3:12])=[C:6]([C:8](=[O:10])[CH3:9])[CH:7]=1.[Br:14]N1C(=O)CCC1=O. The catalyst is C(O)(=O)C. The product is [Br:14][C:4]1[C:5]([O:11][CH3:12])=[C:6]([C:8](=[O:10])[CH3:9])[CH:7]=[C:2]([Cl:1])[C:3]=1[CH3:13]. The yield is 0.380. (4) The reactants are [C:1]([C:3]1[C:7]([CH3:8])=[N:6][N:5]([CH3:9])[C:4]=1[NH:10][C:11](=O)[C:12]1[CH:17]=[CH:16][CH:15]=[CH:14][C:13]=1[F:18])#[N:2].[OH:20]O.Cl. The catalyst is [OH-].[Na+]. The product is [F:18][C:13]1[CH:14]=[CH:15][CH:16]=[CH:17][C:12]=1[C:11]1[NH:2][C:1](=[O:20])[C:3]2[C:7]([CH3:8])=[N:6][N:5]([CH3:9])[C:4]=2[N:10]=1. The yield is 0.670. (5) The reactants are Br[CH:2]([C:11]([C:13]1[CH:18]=[CH:17][C:16]([O:19][CH3:20])=[CH:15][CH:14]=1)=O)[CH2:3][C:4]([N:6]([CH2:9][CH3:10])[CH2:7][CH3:8])=[O:5].BrC(C(C1C=CC(OC)=C(Br)C=1)=O)CC(N(CC)CC)=O.C(N(CC)C(=O)CCC(C1C=CC(OC)=CC=1)=O)C.[Cl:61][C:62]1[C:63]([NH2:69])=[N:64][CH:65]=[C:66]([Cl:68])[CH:67]=1. The catalyst is CN(C=O)C.C(OCC)(=O)C. The product is [Cl:68][C:66]1[CH:67]=[C:62]([Cl:61])[C:63]2[N:64]([C:2]([CH2:3][C:4]([N:6]([CH2:9][CH3:10])[CH2:7][CH3:8])=[O:5])=[C:11]([C:13]3[CH:18]=[CH:17][C:16]([O:19][CH3:20])=[CH:15][CH:14]=3)[N:69]=2)[CH:65]=1. The yield is 0.0954.